Dataset: Forward reaction prediction with 1.9M reactions from USPTO patents (1976-2016). Task: Predict the product of the given reaction. (1) The product is: [NH2:1][C:2]1[N:7]=[CH:6][C:5]([C:8]2[C:9]([CH3:34])=[CH:10][C:11]3[C:12]4[C:20]([NH:21][C@H:22]([CH:27]5[CH2:29][CH2:28]5)[C:23]([F:26])([F:25])[F:24])=[N:19][CH:18]=[C:17]([C:30]([NH2:32])=[O:31])[C:13]=4[NH:14][C:15]=3[CH:16]=2)=[CH:4][N:3]=1. Given the reactants [NH2:1][C:2]1[N:7]=[CH:6][C:5]([C:8]2[C:9](Br)=[CH:10][C:11]3[C:12]4[C:20]([NH:21][C@H:22]([CH:27]5[CH2:29][CH2:28]5)[C:23]([F:26])([F:25])[F:24])=[N:19][CH:18]=[C:17]([C:30]([NH2:32])=[O:31])[C:13]=4[NH:14][C:15]=3[CH:16]=2)=[CH:4][N:3]=1.[CH3:34]B1OB(C)OB(C)O1.C(=O)([O-])[O-].[Na+].[Na+], predict the reaction product. (2) Given the reactants [CH3:1][C:2]1[N:19]([S:20]([C:23]2[CH:28]=[CH:27][CH:26]=[CH:25][CH:24]=2)(=[O:22])=[O:21])[C:5]2=[N:6][CH:7]=[CH:8][C:9](B3OC(C)(C)C(C)(C)O3)=[C:4]2[CH:3]=1.Cl[C:30]1[N:35]=[CH:34][C:33]([S:36]([NH:39][CH:40]2[CH2:45][CH2:44][S:43](=[O:47])(=[O:46])[CH2:42][CH2:41]2)(=[O:38])=[O:37])=[CH:32][CH:31]=1.C(=O)([O-])[O-].[Na+].[Na+], predict the reaction product. The product is: [O:47]=[S:43]1(=[O:46])[CH2:42][CH2:41][CH:40]([NH:39][S:36]([C:33]2[CH:34]=[N:35][C:30]([C:9]3[CH:8]=[CH:7][N:6]=[C:5]4[N:19]([S:20]([C:23]5[CH:24]=[CH:25][CH:26]=[CH:27][CH:28]=5)(=[O:21])=[O:22])[C:2]([CH3:1])=[CH:3][C:4]=34)=[CH:31][CH:32]=2)(=[O:38])=[O:37])[CH2:45][CH2:44]1. (3) Given the reactants [C:1]([C:5]1[CH:12]=[CH:11][C:8]([CH:9]=O)=[CH:7][CH:6]=1)([CH3:4])([CH3:3])[CH3:2].[NH2:13][CH2:14][CH:15]([C:17]1[CH:22]=[CH:21][C:20]([F:23])=[CH:19][CH:18]=1)[OH:16].[BH4-].[Na+], predict the reaction product. The product is: [C:1]([C:5]1[CH:12]=[CH:11][C:8]([CH2:9][NH:13][CH2:14][CH:15]([C:17]2[CH:22]=[CH:21][C:20]([F:23])=[CH:19][CH:18]=2)[OH:16])=[CH:7][CH:6]=1)([CH3:4])([CH3:3])[CH3:2]. (4) Given the reactants Br[C:2]1[CH:3]=[C:4]([CH3:8])[CH:5]=[CH:6][CH:7]=1.[NH2:9][C:10]1[CH:11]=[N:12][CH:13]=[CH:14][CH:15]=1, predict the reaction product. The product is: [C:4]1([CH3:8])[CH:5]=[CH:6][CH:7]=[C:2]([N:12]2[CH:13]=[CH:14][CH:15]=[C:10]([NH2:9])[CH2:11]2)[CH:3]=1. (5) The product is: [CH3:4][C:2]([C:5]1[CH:10]=[CH:9][C:8]([S:11]([NH:14][C:15]2[C:16]([O:31][C:32]3[CH:33]=[CH:34][CH:35]=[CH:36][C:37]=3[O:38][CH3:39])=[C:17]([O:27][CH2:28][CH2:29][OH:30])[N:18]=[C:19]([C:21]3[N:26]=[CH:25][CH:24]=[CH:23][N:22]=3)[N:20]=2)(=[O:12])=[O:13])=[CH:7][CH:6]=1)([CH3:1])[CH3:3].[C:40]([O-:49])(=[O:48])[CH:41]([CH:43]([C:45]([O-:47])=[O:46])[OH:44])[OH:42]. Given the reactants [CH3:1][C:2]([C:5]1[CH:6]=[CH:7][C:8]([S:11]([NH:14][C:15]2[C:16]([O:31][C:32]3[CH:33]=[CH:34][CH:35]=[CH:36][C:37]=3[O:38][CH3:39])=[C:17]([O:27][CH2:28][CH2:29][OH:30])[N:18]=[C:19]([C:21]3[N:22]=[CH:23][CH:24]=[CH:25][N:26]=3)[N:20]=2)(=[O:13])=[O:12])=[CH:9][CH:10]=1)([CH3:4])[CH3:3].[C:40]([OH:49])(=[O:48])[CH:41]([CH:43]([C:45]([OH:47])=[O:46])[OH:44])[OH:42], predict the reaction product. (6) Given the reactants [C:1]1([N:11]2[C:15](=[S:16])[N:14]=[N:13][NH:12]2)[C:10]2[C:5](=[CH:6][CH:7]=[CH:8][CH:9]=2)[CH:4]=[CH:3][CH:2]=1.[Cl:17][C:18]1[CH:23]=[CH:22][CH:21]=[CH:20][C:19]=1[CH2:24][CH:25]1[O:27][CH2:26]1.CCN(CC)CC, predict the reaction product. The product is: [Cl:17][C:18]1[CH:23]=[CH:22][CH:21]=[CH:20][C:19]=1[CH2:24][CH:25]([OH:27])[CH2:26][S:16][C:15]1[N:11]([C:1]2[C:10]3[C:5](=[CH:6][CH:7]=[CH:8][CH:9]=3)[CH:4]=[CH:3][CH:2]=2)[N:12]=[N:13][N:14]=1. (7) Given the reactants [Cl:1][C:2]1[CH:11]=[C:10](Cl)[C:9]2[C:4](=[CH:5][CH:6]=[CH:7][CH:8]=2)[N:3]=1.[CH2:13]([NH2:20])[C:14]1[CH:19]=[CH:18][CH:17]=[CH:16][CH:15]=1.O, predict the reaction product. The product is: [CH2:13]([NH:20][C:10]1[C:9]2[C:4](=[CH:5][CH:6]=[CH:7][CH:8]=2)[N:3]=[C:2]([Cl:1])[CH:11]=1)[C:14]1[CH:19]=[CH:18][CH:17]=[CH:16][CH:15]=1. (8) Given the reactants CN(C(ON1N=NC2C=CC=NC1=2)=[N+](C)C)C.F[P-](F)(F)(F)(F)F.CCN(C(C)C)C(C)C.[CH3:34][N:35]1[CH:39]=[N:38][C:37]([C:40]([OH:42])=O)=[N:36]1.[NH:43]1[C:51]2[C:46](=[C:47]([C:52]3[CH:53]=[C:54]([NH2:61])[C:55]4[CH:56]=[N:57][NH:58][C:59]=4[CH:60]=3)[CH:48]=[CH:49][CH:50]=2)[CH:45]=[CH:44]1, predict the reaction product. The product is: [NH:43]1[C:51]2[C:46](=[C:47]([C:52]3[CH:60]=[C:59]4[C:55]([CH:56]=[N:57][NH:58]4)=[C:54]([NH:61][C:40]([C:37]4[N:38]=[CH:39][N:35]([CH3:34])[N:36]=4)=[O:42])[CH:53]=3)[CH:48]=[CH:49][CH:50]=2)[CH:45]=[CH:44]1. (9) Given the reactants [F:1][C:2]1[CH:3]=[C:4]([CH:19]=[C:20]([F:22])[CH:21]=1)[CH2:5][CH:6]1[CH2:11][CH2:10][N:9](C(OC(C)(C)C)=O)[CH2:8][CH2:7]1.[ClH:23], predict the reaction product. The product is: [ClH:23].[F:1][C:2]1[CH:3]=[C:4]([CH:19]=[C:20]([F:22])[CH:21]=1)[CH2:5][CH:6]1[CH2:7][CH2:8][NH:9][CH2:10][CH2:11]1.